This data is from CYP3A4 inhibition data for predicting drug metabolism from PubChem BioAssay. The task is: Regression/Classification. Given a drug SMILES string, predict its absorption, distribution, metabolism, or excretion properties. Task type varies by dataset: regression for continuous measurements (e.g., permeability, clearance, half-life) or binary classification for categorical outcomes (e.g., BBB penetration, CYP inhibition). Dataset: cyp3a4_veith. (1) The compound is c1cncc(CNCc2cccnc2)c1. The result is 0 (non-inhibitor). (2) The compound is O=c1c(-c2ccc(F)cc2)nc2cnc(N3CCOCC3)nc2n1Cc1ccc(F)cc1. The result is 0 (non-inhibitor). (3) The molecule is CCCC(=O)Nc1nc(C(=O)OCC)cs1. The result is 0 (non-inhibitor).